Dataset: Catalyst prediction with 721,799 reactions and 888 catalyst types from USPTO. Task: Predict which catalyst facilitates the given reaction. (1) Product: [N:17]1[CH:16]=[CH:15][CH:14]=[CH:19][C:18]=1[S:20][C:4](=[O:6])[C:3]1[CH:7]=[C:8]([N+:11]([O-:13])=[O:12])[CH:9]=[CH:10][C:2]=1[CH3:1]. Reactant: [CH3:1][C:2]1[CH:10]=[CH:9][C:8]([N+:11]([O-:13])=[O:12])=[CH:7][C:3]=1[C:4]([OH:6])=O.[CH:14]1[CH:19]=[C:18]([S:20][S:20][C:18]2[N:17]=[CH:16][CH:15]=[CH:14][CH:19]=2)[N:17]=[CH:16][CH:15]=1.C1(P(C2C=CC=CC=2)C2C=CC=CC=2)C=CC=CC=1. The catalyst class is: 23. (2) Reactant: [C:1]([C:3]1[C:4]([C:22]2[CH:27]=[CH:26][C:25]([O:28][C:29]3[CH:34]=[CH:33][CH:32]=[CH:31][CH:30]=3)=[CH:24][CH:23]=2)=[N:5][N:6]2[C:11]([C:12]3[CH:13]=[C:14]([NH:18]C(=O)C)[CH:15]=[CH:16][CH:17]=3)=[CH:10][CH:9]=[N:8][C:7]=12)#[N:2].Cl. Product: [NH2:18][C:14]1[CH:13]=[C:12]([C:11]2[N:6]3[N:5]=[C:4]([C:22]4[CH:27]=[CH:26][C:25]([O:28][C:29]5[CH:30]=[CH:31][CH:32]=[CH:33][CH:34]=5)=[CH:24][CH:23]=4)[C:3]([C:1]#[N:2])=[C:7]3[N:8]=[CH:9][CH:10]=2)[CH:17]=[CH:16][CH:15]=1. The catalyst class is: 8. (3) Reactant: [H-].[Na+].[CH:3]1[C:16]2[N:15]([CH2:17][C:18]3[S:22][C:21]([C:23]4[CH:28]=[C:27]([Cl:29])[C:26]([OH:30])=[C:25]([Cl:31])[CH:24]=4)=[N:20][N:19]=3)[C:14]3[C:9](=[CH:10][CH:11]=[CH:12][CH:13]=3)[S:8][C:7]=2[CH:6]=[CH:5][CH:4]=1.C([O:36][C:37](=[O:40])[CH2:38]Br)(C)(C)C.O. Product: [CH:13]1[C:14]2[N:15]([CH2:17][C:18]3[S:22][C:21]([C:23]4[CH:24]=[C:25]([Cl:31])[C:26]([O:30][CH2:38][C:37]([OH:40])=[O:36])=[C:27]([Cl:29])[CH:28]=4)=[N:20][N:19]=3)[C:16]3[C:7](=[CH:6][CH:5]=[CH:4][CH:3]=3)[S:8][C:9]=2[CH:10]=[CH:11][CH:12]=1. The catalyst class is: 3. (4) Reactant: [F:1][CH:2]1[CH2:6][CH2:5][N:4]([CH2:7][CH2:8][CH2:9][OH:10])[CH2:3]1.CC([O-])(C)C.[K+].F[C:18]1[CH:23]=[CH:22][C:21]([N+:24]([O-:26])=[O:25])=[CH:20][CH:19]=1. Product: [F:1][CH:2]1[CH2:6][CH2:5][N:4]([CH2:7][CH2:8][CH2:9][O:10][C:18]2[CH:23]=[CH:22][C:21]([N+:24]([O-:26])=[O:25])=[CH:20][CH:19]=2)[CH2:3]1. The catalyst class is: 1.